Dataset: Catalyst prediction with 721,799 reactions and 888 catalyst types from USPTO. Task: Predict which catalyst facilitates the given reaction. (1) Reactant: [CH3:1][O:2][CH2:3]/[CH:4]=[CH:5]/[C:6]1[CH:7]=[C:8]([CH3:17])[C:9]([CH3:16])=[C:10]([CH:15]=1)[C:11]([O:13][CH3:14])=[O:12]. Product: [CH3:1][O:2][CH2:3][CH2:4][CH2:5][C:6]1[CH:7]=[C:8]([CH3:17])[C:9]([CH3:16])=[C:10]([CH:15]=1)[C:11]([O:13][CH3:14])=[O:12]. The catalyst class is: 153. (2) Reactant: [F:1][C:2]1[CH:3]=[C:4]([C@H:8]2[C@H:13]([CH2:14][OH:15])[CH2:12][CH2:11][N:10]([C:16](=[O:21])[C:17]([F:20])([F:19])[F:18])[CH2:9]2)[CH:5]=[CH:6][CH:7]=1.CC(OI1(OC(C)=O)(OC(C)=O)OC(=O)C2C=CC=CC1=2)=O.S([O-])([O-])(=O)=S.[Na+].[Na+]. Product: [F:1][C:2]1[CH:3]=[C:4]([C@H:8]2[C@H:13]([CH:14]=[O:15])[CH2:12][CH2:11][N:10]([C:16](=[O:21])[C:17]([F:18])([F:19])[F:20])[CH2:9]2)[CH:5]=[CH:6][CH:7]=1. The catalyst class is: 4.